Dataset: Forward reaction prediction with 1.9M reactions from USPTO patents (1976-2016). Task: Predict the product of the given reaction. (1) Given the reactants [CH3:1][C:2]1([C:18]([O:20]C)=[O:19])[NH:7][C:6]2[CH:8]=[C:9]([C:11]3[CH:16]=[CH:15][N:14]=[CH:13][CH:12]=3)[S:10][C:5]=2[C:4](=[O:17])[NH:3]1.[OH-].[Na+].C(#N)C.CO, predict the reaction product. The product is: [CH3:1][C:2]1([C:18]([OH:20])=[O:19])[NH:7][C:6]2[CH:8]=[C:9]([C:11]3[CH:12]=[CH:13][N:14]=[CH:15][CH:16]=3)[S:10][C:5]=2[C:4](=[O:17])[NH:3]1. (2) Given the reactants [N:1]1[N:2]([C:6]2[CH:13]=[CH:12][C:9]([CH:10]=O)=[CH:8][CH:7]=2)[N:3]=[CH:4][CH:5]=1.Cl.[CH3:15][O:16][C:17](=[O:20])[CH2:18][NH2:19].C(N(CC)CC)C.[O-]S([O-])(=O)=O.[Mg+2].[BH4-].[Na+], predict the reaction product. The product is: [CH3:15][O:16][C:17](=[O:20])[CH2:18][NH:19][CH2:10][C:9]1[CH:12]=[CH:13][C:6]([N:2]2[N:3]=[CH:4][CH:5]=[N:1]2)=[CH:7][CH:8]=1. (3) Given the reactants IC.[CH3:3][O:4][C:5]1[C:10]([N+:11]([O-:13])=[O:12])=[CH:9][CH:8]=[C:7]([C:14]2[CH:18]=[N:17][NH:16][N:15]=2)[N:6]=1.[C:19](=O)([O-])[O-].[K+].[K+], predict the reaction product. The product is: [CH3:3][O:4][C:5]1[C:10]([N+:11]([O-:13])=[O:12])=[CH:9][CH:8]=[C:7]([C:14]2[CH:18]=[N:17][N:16]([CH3:19])[N:15]=2)[N:6]=1. (4) The product is: [CH2:9]([N:13]([CH2:14][CH2:15][CH2:16][CH3:17])[C:2]1[CH:7]=[CH:6][C:5]([CH3:8])=[CH:4][CH:3]=1)[CH2:10][CH2:11][CH3:12]. Given the reactants Br[C:2]1[CH:7]=[CH:6][C:5]([CH3:8])=[CH:4][CH:3]=1.[CH2:9]([NH:13][CH2:14][CH2:15][CH2:16][CH3:17])[CH2:10][CH2:11][CH3:12].CC(C)([O-])C.[Na+], predict the reaction product. (5) Given the reactants [CH:1]1([C:4]2[N:9]=[CH:8][C:7]([C:10]3[CH:15]=[CH:14][CH:13]=[CH:12][C:11]=3[S:16][C:17]([CH3:24])([CH3:23])[C:18]([O:20]CC)=[O:19])=[CH:6][CH:5]=2)[CH2:3][CH2:2]1.[OH-].[Na+], predict the reaction product. The product is: [CH:1]1([C:4]2[N:9]=[CH:8][C:7]([C:10]3[CH:15]=[CH:14][CH:13]=[CH:12][C:11]=3[S:16][C:17]([CH3:24])([CH3:23])[C:18]([OH:20])=[O:19])=[CH:6][CH:5]=2)[CH2:2][CH2:3]1. (6) The product is: [O:22]=[C:17]1[CH2:18][CH2:19][CH:20]=[CH:2][CH2:1][C@@H:4]([CH2:23][C:24]([O:26][C:27]([CH3:28])([CH3:29])[CH3:30])=[O:25])[C:5](=[O:6])[O:7][CH2:8][C@@H:9]([C:10]2[CH:15]=[CH:14][CH:13]=[CH:12][CH:11]=2)[NH:16]1. Given the reactants [CH2:1]([C@@H:4]([CH2:23][C:24]([O:26][C:27]([CH3:30])([CH3:29])[CH3:28])=[O:25])[C:5]([O:7][CH2:8][C@H:9]([NH:16][C:17](=[O:22])[CH2:18][CH2:19][CH:20]=C)[C:10]1[CH:15]=[CH:14][CH:13]=[CH:12][CH:11]=1)=[O:6])[CH:2]=C, predict the reaction product. (7) Given the reactants [N:1]1([CH2:7][CH2:8][CH2:9][O:10][C:11]2[CH:18]=[CH:17][C:14]([CH:15]=O)=[CH:13][CH:12]=2)[CH2:6][CH2:5][CH2:4][CH2:3][CH2:2]1.[CH2:19]([NH:26][CH3:27])[C:20]1[CH:25]=[CH:24][CH:23]=[CH:22][CH:21]=1.C(O[BH-](OC(=O)C)OC(=O)C)(=O)C.[Na+].[OH-].[Na+].[CH2:44]([Cl:46])[Cl:45], predict the reaction product. The product is: [NH3:1].[CH2:44]([Cl:46])[Cl:45].[CH2:19]([N:26]([CH3:27])[CH2:15][C:14]1[CH:17]=[CH:18][C:11]([O:10][CH2:9][CH2:8][CH2:7][N:1]2[CH2:6][CH2:5][CH2:4][CH2:3][CH2:2]2)=[CH:12][CH:13]=1)[C:20]1[CH:25]=[CH:24][CH:23]=[CH:22][CH:21]=1.